From a dataset of Full USPTO retrosynthesis dataset with 1.9M reactions from patents (1976-2016). Predict the reactants needed to synthesize the given product. (1) Given the product [OH:34][CH2:33][CH2:32][C:28]1[CH:27]=[C:26]([CH:31]=[CH:30][CH:29]=1)[CH2:25][CH2:24][N:20]1[CH2:19][CH2:18][C:16]2([O:15][CH2:14][CH2:13][N:12]([C:10]([C:8]3[N:9]=[C:5]([CH:2]([CH3:4])[CH3:3])[S:6][CH:7]=3)=[O:11])[CH2:17]2)[CH2:22][CH2:21]1, predict the reactants needed to synthesize it. The reactants are: Cl.[CH:2]([C:5]1[S:6][CH:7]=[C:8]([C:10]([N:12]2[CH2:17][C:16]3([CH2:22][CH2:21][NH:20][CH2:19][CH2:18]3)[O:15][CH2:14][CH2:13]2)=[O:11])[N:9]=1)([CH3:4])[CH3:3].Br[CH2:24][CH2:25][C:26]1[CH:27]=[C:28]([CH2:32][CH2:33][OH:34])[CH:29]=[CH:30][CH:31]=1.C(=O)([O-])[O-].[K+].[K+]. (2) Given the product [Cl:5][C:6]1[CH:11]=[C:10]2[C:9](=[CH:8][CH:7]=1)[CH2:12][C:13](=[O:14])[CH2:20][CH:19]2[C:18]1[CH:21]=[CH:22][CH:23]=[CH:24][C:17]=1[Cl:16], predict the reactants needed to synthesize it. The reactants are: [Cl-].[Cl-].[Cl-].[Al+3].[Cl:5][C:6]1[CH:11]=[CH:10][C:9]([CH2:12][C:13](Cl)=[O:14])=[CH:8][CH:7]=1.[Cl:16][C:17]1[CH:24]=[CH:23][CH:22]=[CH:21][C:18]=1[CH:19]=[CH2:20].